Dataset: Full USPTO retrosynthesis dataset with 1.9M reactions from patents (1976-2016). Task: Predict the reactants needed to synthesize the given product. (1) Given the product [ClH:6].[ClH:6].[F:1][C:2]1[CH:10]=[C:9]([F:11])[CH:8]=[CH:7][C:3]=1[C:4]([NH:26][C:24]1[CH:23]=[CH:22][CH:21]=[C:20]([C:17]2[CH2:18][CH2:19][CH:14]([N:13]([CH3:27])[CH3:12])[CH2:15][CH:16]=2)[N:25]=1)=[O:5], predict the reactants needed to synthesize it. The reactants are: [F:1][C:2]1[CH:10]=[C:9]([F:11])[CH:8]=[CH:7][C:3]=1[C:4]([Cl:6])=[O:5].[CH3:12][N:13]([CH3:27])[CH:14]1[CH2:19][CH2:18][C:17]([C:20]2[N:25]=[C:24]([NH2:26])[CH:23]=[CH:22][CH:21]=2)=[CH:16][CH2:15]1. (2) The reactants are: [Cl:1][C:2]1[CH:3]=[C:4]([C:12]2[O:16][N:15]=[C:14]([C:17]3[CH:22]=[CH:21][C:20]([O:23][CH2:24][CH2:25][CH2:26][C:27]([O:29]CC)=[O:28])=[CH:19][C:18]=3[CH2:32][CH3:33])[N:13]=2)[CH:5]=[CH:6][C:7]=1[O:8][CH:9]([CH3:11])[CH3:10].[OH-].[Na+]. Given the product [Cl:1][C:2]1[CH:3]=[C:4]([C:12]2[O:16][N:15]=[C:14]([C:17]3[CH:22]=[CH:21][C:20]([O:23][CH2:24][CH2:25][CH2:26][C:27]([OH:29])=[O:28])=[CH:19][C:18]=3[CH2:32][CH3:33])[N:13]=2)[CH:5]=[CH:6][C:7]=1[O:8][CH:9]([CH3:10])[CH3:11], predict the reactants needed to synthesize it. (3) Given the product [CH3:12][O:11][C:8]1[CH:9]=[CH:10][C:2]([C:20](=[O:21])[C:19]([F:26])([F:25])[F:18])=[C:3]([CH:7]=1)[C:4]([OH:6])=[O:5], predict the reactants needed to synthesize it. The reactants are: Br[C:2]1[CH:10]=[CH:9][C:8]([O:11][CH3:12])=[CH:7][C:3]=1[C:4]([OH:6])=[O:5].C([Li])CCC.[F:18][C:19]([F:26])([F:25])[C:20](OCC)=[O:21].O. (4) Given the product [F:1][C:2]1[CH:17]=[C:16]([N+:18]([O-:20])=[O:19])[CH:15]=[CH:14][C:3]=1[O:4][C:5]1[CH:10]=[CH:9][N:8]=[C:30]2[N:28]([CH3:29])[N:11]=[C:7]([I:23])[C:6]=12, predict the reactants needed to synthesize it. The reactants are: [F:1][C:2]1[CH:17]=[C:16]([N+:18]([O-:20])=[O:19])[CH:15]=[CH:14][C:3]=1[O:4][C:5]1[CH:10]=[CH:9][N:8]=[C:7]2[NH:11]N=C[C:6]=12.[OH-].[K+].[I:23]I.IC.C[N:28]([CH:30]=O)[CH3:29].